Task: Predict the reactants needed to synthesize the given product.. Dataset: Full USPTO retrosynthesis dataset with 1.9M reactions from patents (1976-2016) (1) Given the product [O:14]=[C:13]1[NH:1][C:2]2[CH:11]=[CH:10][C:5]([C:6]([O:8][CH2:9][CH3:25])=[O:7])=[CH:4][C:3]=2[O:12]1, predict the reactants needed to synthesize it. The reactants are: [NH2:1][C:2]1[CH:11]=[CH:10][C:5]([C:6]([O:8][CH3:9])=[O:7])=[CH:4][C:3]=1[OH:12].[C:13](N1C=CN=C1)(N1C=CN=C1)=[O:14].[CH2:25]1COCC1. (2) Given the product [CH3:1][C:2]1[N:10]=[CH:9][CH:8]=[CH:7][C:3]=1[C:4]([Cl:14])=[O:5], predict the reactants needed to synthesize it. The reactants are: [CH3:1][C:2]1[N:10]=[CH:9][CH:8]=[CH:7][C:3]=1[C:4](O)=[O:5].C(Cl)(=O)C([Cl:14])=O. (3) Given the product [CH3:23][N:22]([CH3:24])[CH2:21][CH2:20][O:19][C:16]1[CH:15]=[N:14][C:13]([C:33]2[CH:38]=[CH:37][C:36]([OH:39])=[CH:35][CH:34]=2)=[N:18][CH:17]=1, predict the reactants needed to synthesize it. The reactants are: OCC1C=CC(B(O)O)=CC=1.Cl[C:13]1[N:18]=[CH:17][C:16]([O:19][CH2:20][CH2:21][N:22]([CH3:24])[CH3:23])=[CH:15][N:14]=1.CC1(C)C(C)(C)OB([C:33]2[CH:38]=[CH:37][C:36]([OH:39])=[CH:35][CH:34]=2)O1.